Dataset: Blood-brain barrier permeability classification from the B3DB database. Task: Regression/Classification. Given a drug SMILES string, predict its absorption, distribution, metabolism, or excretion properties. Task type varies by dataset: regression for continuous measurements (e.g., permeability, clearance, half-life) or binary classification for categorical outcomes (e.g., BBB penetration, CYP inhibition). Dataset: b3db_classification. The molecule is CN(C)[C@@H]1C(=O)C(C(N)=O)=C(O)C2(O)C(=O)C3=C(O)c4c(O)ccc(Cl)c4C(C)(O)[C@H]3C[C@@H]12. The result is 0 (does not penetrate BBB).